Predict hERG channel inhibition at various concentrations. From a dataset of hERG Central: cardiac toxicity at 1µM, 10µM, and general inhibition. (1) The compound is Cc1ccc(-n2cc(CN3CCC(CO)(Cc4ccccc4)CC3)cn2)cc1. Results: hERG_inhib (hERG inhibition (general)): blocker. (2) The compound is O=C(c1ccc(Cl)cc1)C1CCCN(C(=O)/C=C/c2ccccn2)C1. Results: hERG_inhib (hERG inhibition (general)): blocker. (3) The drug is Cn1c(CCN2CCN(c3ccccc3)CC2)nc2cc(NC(=O)c3ccco3)ccc21. Results: hERG_inhib (hERG inhibition (general)): blocker.